This data is from Catalyst prediction with 721,799 reactions and 888 catalyst types from USPTO. The task is: Predict which catalyst facilitates the given reaction. (1) Reactant: [F:1][C:2]([F:16])([F:15])[C:3]1[CH:4]=[C:5]([CH:9]=[CH:10][C:11]=1[N+:12]([O-:14])=[O:13])[C:6](O)=[O:7].B.C1COCC1. Product: [F:1][C:2]([F:15])([F:16])[C:3]1[CH:4]=[C:5]([CH:9]=[CH:10][C:11]=1[N+:12]([O-:14])=[O:13])[CH2:6][OH:7]. The catalyst class is: 7. (2) Reactant: Br[CH:2]([C:14]1[CH:19]=[CH:18][CH:17]=[CH:16][CH:15]=1)[C:3]([C:5]1[C:13]2[C:8](=[CH:9][CH:10]=[CH:11][CH:12]=2)[NH:7][CH:6]=1)=[O:4].[F:20][C:21]1[CH:27]=[CH:26][C:24]([NH2:25])=[CH:23][C:22]=1[O:28][CH3:29].C(N(CC)CC)C. Product: [F:20][C:21]1[CH:27]=[CH:26][C:24]([NH:25][CH:2]([C:14]2[CH:19]=[CH:18][CH:17]=[CH:16][CH:15]=2)[C:3]([C:5]2[C:13]3[C:8](=[CH:9][CH:10]=[CH:11][CH:12]=3)[NH:7][CH:6]=2)=[O:4])=[CH:23][C:22]=1[O:28][CH3:29]. The catalyst class is: 10. (3) Reactant: O1CCOCC1.Cl[C:8]1[CH:13]=[C:12]([CH:14]([S:23][C:24]2[CH:29]=[CH:28][C:27]([Cl:30])=[CH:26][CH:25]=2)[C:15]2[CH:20]=[C:19]([F:21])[CH:18]=[CH:17][C:16]=2[F:22])[C:11]([Cl:31])=[CH:10][N:9]=1.[NH2:32][CH2:33][CH2:34][O:35][CH2:36][CH2:37][OH:38]. Product: [Cl:31][C:11]1[C:12]([CH:14]([S:23][C:24]2[CH:29]=[CH:28][C:27]([Cl:30])=[CH:26][CH:25]=2)[C:15]2[CH:20]=[C:19]([F:21])[CH:18]=[CH:17][C:16]=2[F:22])=[CH:13][C:8]([NH:32][CH2:33][CH2:34][O:35][CH2:36][CH2:37][OH:38])=[N:9][CH:10]=1. The catalyst class is: 100. (4) Reactant: [Cl:1][C:2]1[CH:3]=[C:4]2[C:8](=[CH:9][CH:10]=1)[NH:7][C:6]([CH3:11])=[CH:5]2.[Cl:12][C:13]1[C:22]2[C:17](=[CH:18][CH:19]=[CH:20][CH:21]=2)[C:16](Cl)=[N:15][N:14]=1.[Al+3].[Cl-].[Cl-].[Cl-]. Product: [Cl:12][C:13]1[C:22]2[C:17](=[CH:18][CH:19]=[CH:20][CH:21]=2)[C:16]([C:5]2[C:4]3[C:8](=[CH:9][CH:10]=[C:2]([Cl:1])[CH:3]=3)[NH:7][C:6]=2[CH3:11])=[N:15][N:14]=1. The catalyst class is: 26. (5) Reactant: [NH2:1][CH2:2][C@@:3]([OH:21])([CH2:8][C:9]([C:12]1[C:20]2[O:19][CH2:18][CH2:17][C:16]=2[CH:15]=[CH:14][CH:13]=1)([CH3:11])[CH3:10])[C:4]([F:7])([F:6])[F:5].Br[C:23]1[CH:31]=[C:30]([CH3:32])[CH:29]=[C:28]2[C:24]=1[CH:25]=[N:26][N:27]2[C:33]1[CH:38]=[CH:37][CH:36]=[CH:35][CH:34]=1.C1C=CC(P(C2C(C3C(P(C4C=CC=CC=4)C4C=CC=CC=4)=CC=C4C=3C=CC=C4)=C3C(C=CC=C3)=CC=2)C2C=CC=CC=2)=CC=1.CC(C)([O-])C.[Na+]. Product: [O:19]1[C:20]2[C:12]([C:9]([CH3:11])([CH3:10])[CH2:8][C@@:3]([CH2:2][NH:1][C:23]3[CH:31]=[C:30]([CH3:32])[CH:29]=[C:28]4[C:24]=3[CH:25]=[N:26][N:27]4[C:33]3[CH:34]=[CH:35][CH:36]=[CH:37][CH:38]=3)([OH:21])[C:4]([F:6])([F:7])[F:5])=[CH:13][CH:14]=[CH:15][C:16]=2[CH2:17][CH2:18]1. The catalyst class is: 101.